This data is from Catalyst prediction with 721,799 reactions and 888 catalyst types from USPTO. The task is: Predict which catalyst facilitates the given reaction. (1) Reactant: [F:1][C:2]1[CH:11]=[C:10]([C:12]2[N:17]=[C:16]3[N:18]([CH2:21][C:22]4[CH:23]=[C:24]5[C:29](=[CH:30][CH:31]=4)[N:28]=[CH:27][CH:26]=[CH:25]5)[CH:19]=[N:20][C:15]3=[CH:14][CH:13]=2)[CH:9]=[C:8]([F:32])[C:3]=1[C:4]([O:6]C)=[O:5].[OH-].[Li+].C1COCC1.Cl. Product: [F:1][C:2]1[CH:11]=[C:10]([C:12]2[N:17]=[C:16]3[N:18]([CH2:21][C:22]4[CH:23]=[C:24]5[C:29](=[CH:30][CH:31]=4)[N:28]=[CH:27][CH:26]=[CH:25]5)[CH:19]=[N:20][C:15]3=[CH:14][CH:13]=2)[CH:9]=[C:8]([F:32])[C:3]=1[C:4]([OH:6])=[O:5]. The catalyst class is: 24. (2) Reactant: [F:1][C:2]1[CH:7]=[CH:6][C:5]([C:8]2[NH:12][N:11]=[C:10]([C:13]3(O)[CH2:21][CH:20]4[N:16]([CH2:17][CH2:18][CH2:19]4)[CH2:15][CH2:14]3)[C:9]=2[C:23]2[CH:28]=[CH:27][N:26]=[CH:25][CH:24]=2)=[CH:4][CH:3]=1.[OH-].[Na+]. Product: [F:1][C:2]1[CH:3]=[CH:4][C:5]([C:8]2[NH:12][N:11]=[C:10]([C:13]3[CH2:21][CH:20]4[N:16]([CH2:17][CH2:18][CH2:19]4)[CH2:15][CH:14]=3)[C:9]=2[C:23]2[CH:28]=[CH:27][N:26]=[CH:25][CH:24]=2)=[CH:6][CH:7]=1. The catalyst class is: 33.